From a dataset of Forward reaction prediction with 1.9M reactions from USPTO patents (1976-2016). Predict the product of the given reaction. Given the reactants Br[C:2]1[C:11]2[C:6](=[CH:7][CH:8]=[CH:9][CH:10]=2)[CH:5]=[CH:4][CH:3]=1.[Li]CCCC.[C:17]1([P:23]([C:34]2[CH:39]=[CH:38][CH:37]=[CH:36][CH:35]=2)[C:24]2[CH:25]=[CH:26][CH:27]=[C:28]3[C:33]=2[N:32]=[CH:31][CH:30]=[CH:29]3)[CH:22]=[CH:21][CH:20]=[CH:19][CH:18]=1.[NH4+].[Cl-], predict the reaction product. The product is: [C:34]1([P:23]([C:17]2[CH:18]=[CH:19][CH:20]=[CH:21][CH:22]=2)[C:24]2[CH:25]=[CH:26][CH:27]=[C:28]3[C:33]=2[NH:32][CH:31]([C:2]2[C:11]4[C:6](=[CH:7][CH:8]=[CH:9][CH:10]=4)[CH:5]=[CH:4][CH:3]=2)[CH:30]=[CH:29]3)[CH:35]=[CH:36][CH:37]=[CH:38][CH:39]=1.